Dataset: Human liver microsome stability data. Task: Regression/Classification. Given a drug SMILES string, predict its absorption, distribution, metabolism, or excretion properties. Task type varies by dataset: regression for continuous measurements (e.g., permeability, clearance, half-life) or binary classification for categorical outcomes (e.g., BBB penetration, CYP inhibition). Dataset: hlm. (1) The compound is CS(=O)(=O)Nc1ccc2c(c1)S(=O)(=O)NC(C1=C(O)[C@@H]3[C@H]4CC[C@H](C4)[C@@H]3N(Cc3ccc(F)c(Cl)c3)C1=O)=N2. The result is 0 (unstable in human liver microsomes). (2) The molecule is COc1cc2nc3cc(Oc4ccc(OC(F)(F)F)cc4)ccc3c(O)c2cc1F. The result is 0 (unstable in human liver microsomes). (3) The result is 0 (unstable in human liver microsomes). The compound is CCCC(=O)c1cc(C#N)c(N2CCC(C(=O)NS(=O)(=O)Cc3ccccc3Cl)CC2)nc1C. (4) The compound is O=C(N[C@@H](Cc1c[nH]c2ccccc12)C(=O)Nc1ccncc1)c1ccccc1Cl. The result is 1 (stable in human liver microsomes). (5) The molecule is CCc1nc(N)nc(N)c1-c1ccc2c(c1)N(CCCOC)C(=O)C(c1ccccc1)O2. The result is 1 (stable in human liver microsomes). (6) The molecule is COc1ccc(/C(CNC2CCCCC2)=N/O)cc1. The result is 1 (stable in human liver microsomes).